From a dataset of Experimentally validated miRNA-target interactions with 360,000+ pairs, plus equal number of negative samples. Binary Classification. Given a miRNA mature sequence and a target amino acid sequence, predict their likelihood of interaction. (1) The miRNA is hsa-miR-4747-5p with sequence AGGGAAGGAGGCUUGGUCUUAG. The protein sequence of the target gene is MQVSSLNEVKIYSLSCGKSLPEWLSDRKKRALQKKDVDVRRRIELIQDFEMPTVCTTIKVSKDGQYILATGTYKPRVRCYDTYQLSLKFERCLDSEVVTFEILSDDYSKIVFLHNDRYIEFHSQSGFYYKTRIPKFGRDFSYHYPSCDLYFVGASSEVYRLNLEQGRYLNPLQTDAAENNVCDINSVHGLFATGTIEGRVECWDPRTRNRVGLLDCALNSVTADSEINSLPTISALKFNGALTMAVGTTTGQVLLYDLRSDKPLLVKDHQYGLPIKSVHFQDSLDLILSADSRIVKMWNK.... Result: 1 (interaction). (2) Result: 0 (no interaction). The miRNA is mmu-miR-669p-3p with sequence CAUAACAUACACACACACACGUAU. The protein sequence of the target gene is MAGQQFQYDDSGNTFFYFLTSFVGLIVIPATYYLWPRDQNAEQIRLKNIRKVYGRCMWYRLRLLKPQPNIIPTVKKIVLLAGWALFLFLAYKVSKTDREYQEYNPYEVLNLDPGATVAEIKKQYRLLSLKYHPDKGGDEVMFMRIAKAYAALTDEESRKNWEEFGNPDGPQATSFGIALPAWIVDQKNSILVLLVYGLAFMVILPVVVGSWWYRSIRYSGDQILIRTTQIYTYFVYKTRNMDMKRLIMVLAGASEFDPQYNKDSTSRPTDNILIPQLIREIGSINLKKNEPPLTCPYSLK.... (3) The miRNA is hsa-miR-4728-5p with sequence UGGGAGGGGAGAGGCAGCAAGCA. The protein sequence of the target gene is MRIIALLAAILLVALQVRAGPLQARGDEAPGQEQRGPEDQDISISFAWDKSSALQVSGSTRGMVCSCRLVFCRRTELRVGNCLIGGVSFTYCCTRVD. Result: 0 (no interaction).